This data is from Peptide-MHC class II binding affinity with 134,281 pairs from IEDB. The task is: Regression. Given a peptide amino acid sequence and an MHC pseudo amino acid sequence, predict their binding affinity value. This is MHC class II binding data. (1) The peptide sequence is IPAGELQIIDKIDAA. The MHC is HLA-DPA10301-DPB10402 with pseudo-sequence HLA-DPA10301-DPB10402. The binding affinity (normalized) is 0.164. (2) The peptide sequence is LKLATGMRNVPEKQT. The MHC is DRB5_0101 with pseudo-sequence DRB5_0101. The binding affinity (normalized) is 0.370.